From a dataset of Catalyst prediction with 721,799 reactions and 888 catalyst types from USPTO. Predict which catalyst facilitates the given reaction. (1) Reactant: C([O:3][C:4](=[O:16])[CH2:5][O:6][C:7]1[CH:11]=[C:10]([C:12]([O:14]C)=[O:13])[O:9][N:8]=1)C.[OH-].[Na+]. Product: [C:4]([CH2:5][O:6][C:7]1[CH:11]=[C:10]([C:12]([OH:14])=[O:13])[O:9][N:8]=1)([OH:16])=[O:3]. The catalyst class is: 5. (2) Reactant: CS([O:5][CH2:6][CH2:7][N:8]1[C:13](=[O:14])[CH:12]=[CH:11][C:10]([CH:15]([C:22]2[CH:27]=[CH:26][CH:25]=[CH:24][CH:23]=2)[C:16]2[CH:21]=[CH:20][CH:19]=[CH:18][CH:17]=2)=[N:9]1)(=O)=O.O[C:29]1[CH:30]=[C:31]([CH:41]=[CH:42][CH:43]=1)[O:32][CH2:33][CH2:34][CH2:35][C:36]([O:38][CH2:39][CH3:40])=[O:37].C([O-])([O-])=O.[K+].[K+].[I-].[Na+]. The catalyst class is: 329. Product: [C:16]1([CH:15]([C:22]2[CH:27]=[CH:26][CH:25]=[CH:24][CH:23]=2)[C:10]2[CH:11]=[CH:12][C:13](=[O:14])[N:8]([CH2:7][CH2:6][O:5][C:29]3[CH:30]=[C:31]([CH:41]=[CH:42][CH:43]=3)[O:32][CH2:33][CH2:34][CH2:35][C:36]([O:38][CH2:39][CH3:40])=[O:37])[N:9]=2)[CH:21]=[CH:20][CH:19]=[CH:18][CH:17]=1. (3) Reactant: C(Cl)(=O)C(Cl)=O.CS(C)=O.[N:11]1[CH:16]=[CH:15][CH:14]=[C:13]2[CH2:17][CH2:18][CH2:19][CH2:20][CH:21]([OH:22])[C:12]=12.C(N(CC)CC)C. Product: [N:11]1[CH:16]=[CH:15][CH:14]=[C:13]2[CH2:17][CH2:18][CH2:19][CH2:20][C:21](=[O:22])[C:12]=12. The catalyst class is: 4. (4) Product: [NH2:16][C@@H:13]([CH2:14][CH3:15])[CH2:12][NH:11][C:4]1[CH:5]=[CH:6][C:7]([O:9][CH3:10])=[CH:8][C:3]=1[O:2][CH3:1]. The catalyst class is: 19. Reactant: [CH3:1][O:2][C:3]1[CH:8]=[C:7]([O:9][CH3:10])[CH:6]=[CH:5][C:4]=1[NH:11][CH2:12][C@@H:13]([NH:16]C(=O)[C@@H](N[C@@H](C1C=CC(Br)=CC=1)C(F)(F)F)CC(F)(C)C)[CH2:14][CH3:15].